This data is from Forward reaction prediction with 1.9M reactions from USPTO patents (1976-2016). The task is: Predict the product of the given reaction. (1) Given the reactants C(O)[C:2](N)(CO)[CH2:3][OH:4].[Cl-].[Cl-].[Ca+2].C[C@@H]([C@@H]1[C@@]2(C)[C@@H](O)C[C@@H]3[C@@]4(C)CC[C@@H](O)C[C@H]4C[C@@H](O)[C@H]3[C@@H]2CC1)C[CH2:15][C:16]([NH:18][CH2:19][CH2:20][S:21]([O-:24])(=[O:23])=[O:22])=[O:17].[Na+].C(O)[C@H]1O[C@H](O[C@]2(CO)O[C@H](CO)[C@@H](O)[C@@H]2O)[C@H](O)[C@@H](O)[C@@H]1O, predict the reaction product. The product is: [CH2:2]1[N:18]([CH2:19][CH2:20][S:21]([OH:24])(=[O:22])=[O:23])[CH2:16][CH2:15][O:4][CH2:3]1.[OH2:17]. (2) Given the reactants Cl[C:2]1[C:11]2=[N:12][N:13](CC3C=CC(OC)=CC=3)[CH:14]=[C:10]2[C:9]2[CH:8]=[C:7]([O:24][CH3:25])[C:6]([O:26][CH3:27])=[CH:5][C:4]=2[N:3]=1.[CH3:28][N:29]1[CH2:34][CH2:33][N:32]([C:35]2[CH:41]=[CH:40][C:38]([NH2:39])=[CH:37][CH:36]=2)[CH2:31][CH2:30]1.Cl, predict the reaction product. The product is: [CH3:27][O:26][C:6]1[C:7]([O:24][CH3:25])=[CH:8][C:9]2[C:10]3[C:11](=[N:12][NH:13][CH:14]=3)[C:2]([NH:39][C:38]3[CH:37]=[CH:36][C:35]([N:32]4[CH2:31][CH2:30][N:29]([CH3:28])[CH2:34][CH2:33]4)=[CH:41][CH:40]=3)=[N:3][C:4]=2[CH:5]=1. (3) Given the reactants Cl.Cl.[CH2:3]([N:10]1[CH2:15][CH2:14][CH:13]([C:16]([NH2:18])=[NH:17])[CH2:12][CH2:11]1)[C:4]1[CH:9]=[CH:8][CH:7]=[CH:6][CH:5]=1.C(=O)([O-])[O-].[K+].[K+].[Cl:25][C:26]1[CH:27]=[C:28]([CH:33]=[CH:34][C:35]=1[F:36])[C:29](=O)[CH2:30]Br, predict the reaction product. The product is: [CH2:3]([N:10]1[CH2:11][CH2:12][CH:13]([C:16]2[NH:18][C:29]([C:28]3[CH:33]=[CH:34][C:35]([F:36])=[C:26]([Cl:25])[CH:27]=3)=[CH:30][N:17]=2)[CH2:14][CH2:15]1)[C:4]1[CH:5]=[CH:6][CH:7]=[CH:8][CH:9]=1.